This data is from Experimentally validated miRNA-target interactions with 360,000+ pairs, plus equal number of negative samples. The task is: Binary Classification. Given a miRNA mature sequence and a target amino acid sequence, predict their likelihood of interaction. (1) The miRNA is hsa-miR-539-5p with sequence GGAGAAAUUAUCCUUGGUGUGU. The protein sequence of the target gene is MARAMAAAWPLLLVALLVLSWPPPGTGDVVVQAPTQVPGFLGDSVTLPCYLQVPNMEVTHVSQLTWARHGESGSMAVFHQTQGPSYSESKRLEFVAARLGAELRNASLRMFGLRVEDEGNYTCLFVTFPQGSRSVDIWLRVLAKPQNTAEVQKVQLTGEPVPMARCVSTGGRPPAQITWHSDLGGMPNTSQVPGFLSGTVTVTSLWILVPSSQVDGKNVTCKVEHESFEKPQLLTVNLTVYYPPEVSISGYDNNWYLGQNEATLTCDARSNPEPTGYNWSTTMGPLPPFAVAQGAQLLIR.... Result: 0 (no interaction). (2) The miRNA is hsa-miR-574-5p with sequence UGAGUGUGUGUGUGUGAGUGUGU. The protein sequence of the target gene is MFLATLYFALPLLDLLLSAEVSGGDRLDCVKASDQCLKEQSCSTKYRTLRQCVAGKETNFSLASGLEAKDECRSAMEALKQKSLYNCRCKRGMKKEKNCLRIYWSMYQSLQGNDLLEDSPYEPVNSRLSDIFRVVPFISDVFQQVEHIPKGNNCLDAAKACNLDDICKKYRSAYITPCTTSVSNDVCNRRKCHKALRQFFDKVPAKHSYGMLFCSCRDIACTERRRQTIVPVCSYEEREKPNCLNLQDSCKTNYICRSRLADFFTNCQPESRSVSSCLKENYADCLLAYSGLIGTVMTPN.... Result: 1 (interaction). (3) The miRNA is mmu-miR-335-5p with sequence UCAAGAGCAAUAACGAAAAAUGU. The protein sequence of the target gene is MLPRLWWLVLWLQPLATLPASAVHDEEAAMSVPRCKSLKETDLIKTSVSDCYCYNQHSQIQWTYMWSTVQVTVTSPGLLNIVYITGSHNCQHTESILSFIKCVTHNFWAPEEAEEITIVFSPYGETVCFSVKPVGRLLPYIVSVSRNIVDFKLFLVFVTGIFLFLYAKTLSQSPVFYYSSGTVLGILMTLVFVLLMAKKHIPKYSTFGALMIGCWFASVYVLCQLMEDLKWLWYGNRMYILGYVVVVGLCSFAACYSHGPLADEGSRDLLMWTLRLFSLALVYTGVAAPQFAYAVLIVLL.... Result: 0 (no interaction). (4) The miRNA is hsa-miR-6754-3p with sequence UCUUCACCUGCCUCUGCCUGCA. The protein sequence of the target gene is MKDVPGFLQQSQNSGPGQPAVWHRLEELYTKKLWHQLTLQVLDFVQDPCFAQGDGLIKLYENFISEFEHRVNPLSLVEIILHVVRQMTDPNVALTFLEKTREKVKSSDEAVILCKTAIGALKLNIGDLQVTKETIEDVEEMLNNLPGVTSVHSRFYDLSSKYYQTIGNHASYYKDALRFLGCVDIKDLPVSEQQERAFTLGLAGLLGEGVFNFGELLMHPVLESLRNTDRQWLIDTLYAFNSGNVERFQTLKTAWGQQPDLAANEAQLLRKIQLLCLMEMTFTRPANHRQLTFEEIAKSA.... Result: 0 (no interaction). (5) The miRNA is hsa-miR-3692-3p with sequence GUUCCACACUGACACUGCAGAAGU. The protein sequence of the target gene is MERPAPLAVLPFSDPAHALSLLRGLSQLRAERKFLDVTLEAAGGRDFPAHRAVLAAASPYFRAMFAGQLRESRAERVRLHGVPPDMLQLLLDFSYTGRVAVSGDNAEPLLRAADLLQFPAVKEACGAFLQQQLDLANCLDMQDFAEAFSCSGLASAAQRFILRHVGELGAEQLERLPLARLLRYLRDDGLCVPKEEAAYQLALRWVRADPPRRAPHWPQLLEAVRLPFVRRFYLLAHVEAEPLVARCPPCLRLLREARDFQAARYDRHDRGPCPRMRPRPSTGLAEILVLVGGCDQDCDE.... Result: 0 (no interaction). (6) The miRNA is hsa-miR-127-5p with sequence CUGAAGCUCAGAGGGCUCUGAU. The protein sequence of the target gene is MSVSVHENRKSRASSGSINIYLFHKSSYADSVLTHLNLLRQQRLFTDVLLHAGNRTFPCHRAVLAACSRYFEAMFSGGLKESQDSEVNFDNSIHPEVLELLLDYAYSSRVIINEENAESLLEAGDMLEFQDIRDACAEFLEKNLHPTNCLGMLLLSDAHQCTKLYELSWRMCLSNFQTIRKNEDFLQLPQDMVVQLLSSEELETEDERLVYESAINWISYDLKKRYCYLPELLQTVRLALLPAIYLMENVAMEELITKQRKSKEIVEEAIRCKLKILQNDGVVTSLCARPRKTGHALFLL.... Result: 0 (no interaction). (7) The miRNA is hsa-miR-1233-5p with sequence AGUGGGAGGCCAGGGCACGGCA. The protein sequence of the target gene is MPLPPRSLQVLLLLLLLLLLLPGMWAEAGLPRAGGGSQPPFRTFSASDWGLTHLVVHEQTGEVYVGAVNRIYKLSGNLTLLRAHVTGPVEDNEKCYPPPSVQSCPHGLGSTDNVNKLLLLDYAANRLLACGSASQGICQFLRLDDLFKLGEPHHRKEHYLSSVQEAGSMAGVLIAGPPGQGQAKLFVGTPIDGKSEYFPTLSSRRLMANEEDADMFGFVYQDEFVSSQLKIPSDTLSKFPAFDIYYVYSFRSEQFVYYLTLQLDTQLTSPDAAGEHFFTSKIVRLCVDDPKFYSYVEFPI.... Result: 1 (interaction). (8) The miRNA is hsa-miR-3134 with sequence UGAUGGAUAAAAGACUACAUAUU. The protein sequence of the target gene is MAGPRYPVSVQGAALVQIKRLQTFAFSVRWSDGSDTFVRRSWDEFRQLKKTLKETFPVEAGLLRRSDRVLPKLLGQASLDAPLLGRVGRTSRGLARLQLLETYSRRLLATAERVARSPTITGFFAPQPLDLEPALPPGSRVILPTPEEQPLSRAAGRLSIHSLEAQSLRCLQPFCTQDTRDRPFQAQAQESLDVLLRHPSGWWLVENEDRQTAWFPAPYLEEAAPGQGREGGPSLGSSGPQFCASRAYESSRADELSVPAGARVRVLETSDRGWWLCRYGDRAGLLPAVLLRPEGLGALL.... Result: 0 (no interaction). (9) The miRNA is cel-miR-1829c-5p with sequence AAGCGAAAUUCAAGAUGGUUGUA. The protein sequence of the target gene is MLPAAPGKGLGSPDPAPCGPAPPGNTKDIIMIYEEDAEEWALYLTEVFLHVVKREAILLYRLENFSFRHLELLNLTSYKCKLLILSNSLLRDLTPKKCQFLEKILHSPKSVVTLLCGVKSSDQLYELLNISQSRWEISTEQEPEDYISVIQSIIFKDSEDYFEVNIPTDLRAKHSGEISERKEIEELSEASRNTIPLAVVLPTEIPCENPGEIFIILRDEVIGDTVEVEFTSSNKRIRTRPALWNKKVWCMKALEFPAGSVHVNVYCDGIVKATTKIKYYPTAKAKECLFRMADSGESLC.... Result: 0 (no interaction). (10) The miRNA is hsa-miR-499b-5p with sequence ACAGACUUGCUGUGAUGUUCA. The protein sequence of the target gene is MDNGDWGYMMTDPVTLNVGGHLYTTSLTTLTRYPDSMLGAMFGGDFPTARDPQGNYFIDRDGPLFRYVLNFLRTSELTLPLDFKEFDLLRKEADFYQIEPLIQCLNDPKPLYPMDTFEEVVELSSTRKLSKYSNPVAVIITQLTITTKVHSLLEGISNYFTKWNKHMMDTRDCQVSFTFGPCDYHQEVSLRVHLMEYITKQGFTIRNTRVHHMSERANENTVEHNWTFCRLARKTDD. Result: 1 (interaction).